From a dataset of Catalyst prediction with 721,799 reactions and 888 catalyst types from USPTO. Predict which catalyst facilitates the given reaction. (1) The catalyst class is: 52. Reactant: [Br:1][C:2](=[CH2:5])[CH:3]=O.BrBr.[NH2:8][C:9]1[C:18]([Br:19])=[CH:17][C:12]([C:13]([O:15][CH3:16])=[O:14])=[C:11]([O:20][CH3:21])[CH:10]=1. Product: [Br:1][C:2]1[CH:3]=[N:8][C:9]2[C:10]([CH:5]=1)=[C:11]([O:20][CH3:21])[C:12]([C:13]([O:15][CH3:16])=[O:14])=[CH:17][C:18]=2[Br:19]. (2) Reactant: [C:1]([C:3]([C:6]1[CH:7]=[C:8]([CH:23]=[CH:24][CH:25]=1)[C:9]([NH:11][C:12]1[CH:17]=[CH:16][C:15]([CH3:18])=[C:14]([C:19](=[O:22])[CH2:20][SH:21])[CH:13]=1)=[O:10])([CH3:5])[CH3:4])#[N:2].Cl[C:27]1[C:28]([C:33]#[N:34])=[N:29][CH:30]=[CH:31][N:32]=1.C(=O)([O-])[O-].[Na+].[Na+]. Product: [NH2:34][C:33]1[C:28]2[C:27](=[N:32][CH:31]=[CH:30][N:29]=2)[S:21][C:20]=1[C:19]([C:14]1[CH:13]=[C:12]([NH:11][C:9](=[O:10])[C:8]2[CH:23]=[CH:24][CH:25]=[C:6]([C:3]([C:1]#[N:2])([CH3:4])[CH3:5])[CH:7]=2)[CH:17]=[CH:16][C:15]=1[CH3:18])=[O:22]. The catalyst class is: 8. (3) Reactant: [CH:1]12[CH2:7][CH:4]([NH:5][CH2:6]1)[CH2:3][N:2]2[C:8]1[C:17]2[C:12](=[CH:13][CH:14]=[CH:15][CH:16]=2)[N:11]=[C:10]([C:18]2[CH:23]=[CH:22][N:21]=[C:20]([NH:24][CH:25]([C:27]3[CH:32]=[CH:31][CH:30]=[CH:29][CH:28]=3)[CH3:26])[CH:19]=2)[CH:9]=1.[CH3:33][C:34]([CH3:36])=O.CO. Product: [CH:34]([N:5]1[CH2:6][C@@H:1]2[CH2:7][C@H:4]1[CH2:3][N:2]2[C:8]1[C:17]2[C:12](=[CH:13][CH:14]=[CH:15][CH:16]=2)[N:11]=[C:10]([C:18]2[CH:23]=[CH:22][N:21]=[C:20]([NH:24][C@H:25]([C:27]3[CH:32]=[CH:31][CH:30]=[CH:29][CH:28]=3)[CH3:26])[CH:19]=2)[CH:9]=1)([CH3:36])[CH3:33]. The catalyst class is: 373. (4) Reactant: [Cl:1][C:2]1[CH:3]=[CH:4][CH:5]=[C:6]2[C:10]=1[N:9]([CH2:11][C:12]#[N:13])[CH:8]=[C:7]2[S:14]([CH3:17])(=[O:16])=[O:15].[CH2:18](N)[CH2:19][NH2:20]. Product: [Cl:1][C:2]1[CH:3]=[CH:4][CH:5]=[C:6]2[C:10]=1[N:9]([CH2:11][C:12]1[NH:20][CH2:19][CH2:18][N:13]=1)[CH:8]=[C:7]2[S:14]([CH3:17])(=[O:16])=[O:15]. The catalyst class is: 534. (5) Reactant: Cl.[NH2:2][OH:3].[CH3:4][N:5]([CH3:15])[C:6]1[CH:7]=[C:8]([CH:11]=[C:12]([CH3:14])[N:13]=1)[C:9]#[N:10]. Product: [CH3:4][N:5]([CH3:15])[C:6]1[CH:7]=[C:8]([CH:11]=[C:12]([CH3:14])[N:13]=1)[C:9]([NH:2][OH:3])=[NH:10]. The catalyst class is: 5. (6) Reactant: [NH:1]([C:3]1[N:8]=[C:7]([CH3:9])[N:6]=[C:5]([N:10]2[CH2:13][CH:12]([C:14]3[N:18]([CH3:19])[C:17]4[CH:20]=[CH:21][CH:22]=[CH:23][C:16]=4[N:15]=3)[CH2:11]2)[CH:4]=1)[NH2:2]. Product: [CH2:4]([C:5]1[N:1]([C:3]2[N:8]=[C:7]([CH3:9])[N:6]=[C:5]([N:10]3[CH2:11][CH:12]([C:14]4[N:18]([CH3:19])[C:17]5[CH:20]=[CH:21][CH:22]=[CH:23][C:16]=5[N:15]=4)[CH2:13]3)[CH:4]=2)[N:2]=[C:7]([CH3:9])[N:6]=1)[CH3:3]. The catalyst class is: 15. (7) Reactant: [CH2:1]([O:8][CH2:9][CH2:10][CH2:11][CH2:12][CH2:13][CH2:14][CH2:15][CH2:16][O:17][CH2:18][CH2:19][CH2:20][CH2:21][CH2:22][CH2:23][CH2:24][CH2:25][CH2:26][CH2:27][P:28](=[O:35])([O:32]CC)[O:29]CC)[C:2]1[CH:7]=[CH:6][CH:5]=[CH:4][CH:3]=1.Br[Si](C)(C)C.O. Product: [CH2:1]([O:8][CH2:9][CH2:10][CH2:11][CH2:12][CH2:13][CH2:14][CH2:15][CH2:16][O:17][CH2:18][CH2:19][CH2:20][CH2:21][CH2:22][CH2:23][CH2:24][CH2:25][CH2:26][CH2:27][P:28](=[O:29])([OH:32])[OH:35])[C:2]1[CH:3]=[CH:4][CH:5]=[CH:6][CH:7]=1. The catalyst class is: 98. (8) Reactant: [NH2:1][C:2]1[CH:7]=[CH:6][C:5]([N:8]2[C:16]([CH2:17][N:18]([CH3:20])[CH3:19])=[C:15]3[C:10]([N:11]([CH2:31][C:32]4[C:37]([F:38])=[CH:36][CH:35]=[CH:34][C:33]=4[F:39])[C:12](=[O:30])[N:13]([C:22]4[N:23]=[N:24][C:25]([O:28][CH3:29])=[CH:26][CH:27]=4)[C:14]3=[O:21])=[N:9]2)=[CH:4][CH:3]=1.C(N(CC)C(C)C)(C)C.Cl[C:50](Cl)([O:52]C(=O)OC(Cl)(Cl)Cl)Cl.Cl.[CH3:62][O:63][NH2:64].C(=O)(O)[O-].[Na+]. Product: [F:38][C:37]1[CH:36]=[CH:35][CH:34]=[C:33]([F:39])[C:32]=1[CH2:31][N:11]1[C:10]2=[N:9][N:8]([C:5]3[CH:4]=[CH:3][C:2]([NH:1][C:50]([NH:64][O:63][CH3:62])=[O:52])=[CH:7][CH:6]=3)[C:16]([CH2:17][N:18]([CH3:20])[CH3:19])=[C:15]2[C:14](=[O:21])[N:13]([C:22]2[N:23]=[N:24][C:25]([O:28][CH3:29])=[CH:26][CH:27]=2)[C:12]1=[O:30]. The catalyst class is: 4. (9) Reactant: [CH3:1][O:2][C:3]1([CH2:13][C:14]2[CH:19]=[CH:18][CH:17]=[CH:16][C:15]=2[CH3:20])[CH2:12][CH2:11][C:6]2(OCC[O:7]2)[CH2:5][CH2:4]1.O.O.C1(C)C=CC(S(O)(=O)=O)=CC=1. Product: [CH3:1][O:2][C:3]1([CH2:13][C:14]2[CH:19]=[CH:18][CH:17]=[CH:16][C:15]=2[CH3:20])[CH2:12][CH2:11][C:6](=[O:7])[CH2:5][CH2:4]1. The catalyst class is: 21. (10) Reactant: F[C:2]1[C:7]([F:8])=[CH:6][C:5]([N+:9]([O-:11])=[O:10])=[CH:4][C:3]=1[CH2:12][C:13]([OH:15])=O.[CH3:16][NH2:17].O.Cl. Product: [F:8][C:7]1[CH:6]=[C:5]([N+:9]([O-:11])=[O:10])[CH:4]=[C:3]2[C:2]=1[N:17]([CH3:16])[C:13](=[O:15])[CH2:12]2. The catalyst class is: 16.